From a dataset of Full USPTO retrosynthesis dataset with 1.9M reactions from patents (1976-2016). Predict the reactants needed to synthesize the given product. (1) Given the product [CH:6]12[CH2:5][CH:9]([CH:3]([CH:1]=[O:2])[CH2:4]1)[CH:8]=[CH:7]2, predict the reactants needed to synthesize it. The reactants are: [CH:1]([CH:3]=[CH2:4])=[O:2].[CH:5]1[CH2:9][CH:8]=[CH:7][CH:6]=1. (2) Given the product [Cl:26][C:7]1[C:8]([C:12]([NH:14][CH2:15][C:16]23[CH2:23][CH:22]4[CH2:24][CH:18]([CH2:19][CH:20]([CH2:21]4)[CH2:25]2)[CH2:17]3)=[O:13])=[C:9]2[C:4](=[CH:5][CH:6]=1)[N:3]=[C:2]([NH:36][CH2:35][CH2:34][C:33]([OH:37])=[O:32])[CH:11]=[CH:10]2, predict the reactants needed to synthesize it. The reactants are: Cl[C:2]1[CH:11]=[CH:10][C:9]2[C:8]([C:12]([NH:14][CH2:15][C:16]34[CH2:25][CH:20]5[CH2:21][CH:22]([CH2:24][CH:18]([CH2:19]5)[CH2:17]3)[CH2:23]4)=[O:13])=[C:7]([Cl:26])[CH:6]=[CH:5][C:4]=2[N:3]=1.Cl.CC([O:32][C:33](=[O:37])[CH2:34][CH2:35][NH2:36])(C)C. (3) Given the product [OH:2][CH:15]1[CH:20]2[CH:18]3[CH:19]([CH2:16][CH:14]1[O:17]3)[S:6](=[O:9])(=[O:8])[O:7]2, predict the reactants needed to synthesize it. The reactants are: C(O)=[O:2].OO.[S:6]([O-:9])([O-:8])=[O:7].[Na+].[Na+].[OH-].[Na+].[CH:14]([O:17][CH:18]([CH3:20])[CH3:19])([CH3:16])[CH3:15]. (4) Given the product [C:31]([O:30][C@@H:20]1[C@@H:19]([CH2:34][O:35][C:36](=[O:38])[CH3:37])[O:18][C@H:17]2[C@H:22]([N:23]=[C:24]([N:9]3[CH2:12][CH2:11][CH2:10]3)[S:25]2)[C@H:21]1[O:26][C:27](=[O:29])[CH3:28])(=[O:33])[CH3:32], predict the reactants needed to synthesize it. The reactants are: CCN(CC)CC.Cl.[NH:9]1[CH2:12][CH2:11][CH2:10]1.C(O[C@H:17]1[C@H:22]([N:23]=[C:24]=[S:25])[C@@H:21]([O:26][C:27](=[O:29])[CH3:28])[C@H:20]([O:30][C:31](=[O:33])[CH3:32])[C@@H:19]([CH2:34][O:35][C:36](=[O:38])[CH3:37])[O:18]1)(=O)C.C(O)(C(F)(F)F)=O.C([O-])(O)=O.[Na+]. (5) Given the product [F:27][C:28]([F:33])([F:32])[C:29]([O-:31])=[O:30].[C:1]([NH:4][C:5]1[S:20][C:8]2[CH2:9][NH2+:10][CH2:11][CH2:12][C:7]=2[C:6]=1[C:21]1[N:22]=[N:23][N:24]([CH3:26])[N:25]=1)(=[O:3])[CH3:2], predict the reactants needed to synthesize it. The reactants are: [C:1]([NH:4][C:5]1[S:20][C:8]2[CH2:9][N:10](C(OC(C)(C)C)=O)[CH2:11][CH2:12][C:7]=2[C:6]=1[C:21]1[N:22]=[N:23][N:24]([CH3:26])[N:25]=1)(=[O:3])[CH3:2].[F:27][C:28]([F:33])([F:32])[C:29]([OH:31])=[O:30]. (6) Given the product [CH2:18]([NH:25][C:2]1[CH:7]=[CH:6][C:5]([C:8]([F:11])([F:10])[F:9])=[CH:4][C:3]=1[S:12]([N:15]([CH3:17])[CH3:16])(=[O:14])=[O:13])[C:19]1[CH:24]=[CH:23][CH:22]=[CH:21][CH:20]=1, predict the reactants needed to synthesize it. The reactants are: Cl[C:2]1[CH:7]=[CH:6][C:5]([C:8]([F:11])([F:10])[F:9])=[CH:4][C:3]=1[S:12]([N:15]([CH3:17])[CH3:16])(=[O:14])=[O:13].[CH2:18]([NH2:25])[C:19]1[CH:24]=[CH:23][CH:22]=[CH:21][CH:20]=1.